Predict the product of the given reaction. From a dataset of Forward reaction prediction with 1.9M reactions from USPTO patents (1976-2016). (1) The product is: [NH2:5][C:6]1[N:7]=[C:8]([CH2:12][N:13]2[C:22]3[C:17](=[CH:18][CH:19]=[CH:20][CH:21]=3)[C:16](=[O:23])[C:15]([C:24](=[O:34])[C:25]3[CH:30]=[CH:29][C:28]([O:31][CH3:32])=[C:27]([CH3:33])[CH:26]=3)=[CH:14]2)[CH:9]=[CH:10][CH:11]=1. Given the reactants FC(F)(F)C([NH:5][C:6]1[CH:11]=[CH:10][CH:9]=[C:8]([CH2:12][N:13]2[C:22]3[C:17](=[CH:18][CH:19]=[CH:20][CH:21]=3)[C:16](=[O:23])[C:15]([C:24](=[O:34])[C:25]3[CH:30]=[CH:29][C:28]([O:31][CH3:32])=[C:27]([CH3:33])[CH:26]=3)=[CH:14]2)[N:7]=1)=O.C(NCC)C, predict the reaction product. (2) The product is: [C:12]([C:11]([C:6]1[CH:7]=[CH:8][C:9](=[O:10])[N:4]([CH:1]([CH3:3])[CH3:2])[N:5]=1)=[CH:23][N:24]([CH3:26])[CH3:25])(=[O:19])[C:13]1[CH:14]=[CH:15][CH:16]=[CH:17][CH:18]=1. Given the reactants [CH:1]([N:4]1[C:9](=[O:10])[CH:8]=[CH:7][C:6]([CH2:11][C:12](=[O:19])[C:13]2[CH:18]=[CH:17][CH:16]=[CH:15][CH:14]=2)=[N:5]1)([CH3:3])[CH3:2].COO[CH:23](OOC)[N:24]([CH3:26])[CH3:25], predict the reaction product.